This data is from Full USPTO retrosynthesis dataset with 1.9M reactions from patents (1976-2016). The task is: Predict the reactants needed to synthesize the given product. (1) The reactants are: Br[C:2]1[CH:3]=[C:4]([C:8]2([C:18]3[CH:23]=[CH:22][N:21]=[CH:20][C:19]=3[F:24])[C:16]3[C:11](=[CH:12][CH:13]=[CH:14][CH:15]=3)[C:10]([NH2:17])=[N:9]2)[CH:5]=[CH:6][CH:7]=1.[F:25][C:26]1[C:31]([O:32][CH3:33])=[CH:30][CH:29]=[CH:28][C:27]=1B(O)O. Given the product [F:25][C:26]1[C:31]([O:32][CH3:33])=[CH:30][CH:29]=[CH:28][C:27]=1[C:2]1[CH:7]=[CH:6][CH:5]=[C:4]([C:8]2([C:18]3[CH:23]=[CH:22][N:21]=[CH:20][C:19]=3[F:24])[C:16]3[C:11](=[CH:12][CH:13]=[CH:14][CH:15]=3)[C:10]([NH2:17])=[N:9]2)[CH:3]=1, predict the reactants needed to synthesize it. (2) The reactants are: [CH3:1][C:2]([CH3:16])=[CH:3][CH2:4][CH2:5]/[C:6](/[CH3:15])=[CH:7]/[CH2:8][CH2:9]/[C:10](/[CH3:14])=[CH:11]/[CH:12]=[O:13].O. Given the product [CH3:16][CH:2]([CH2:3][CH2:4][CH2:5]/[C:6](/[CH3:15])=[CH:7]/[CH2:8][CH2:9]/[C:10](/[CH3:14])=[CH:11]/[CH:12]=[O:13])[CH3:1], predict the reactants needed to synthesize it. (3) Given the product [C:1]([O:5][C:6]([N:8]1[CH2:9][CH2:10][CH:11]([NH:14][C:15]2[C:16]3[N:17]([C:24]([CH3:25])=[N:23][N:22]=3)[N:18]=[C:19]([Cl:21])[CH:20]=2)[CH2:12][CH2:13]1)=[O:7])([CH3:4])([CH3:2])[CH3:3], predict the reactants needed to synthesize it. The reactants are: [C:1]([O:5][C:6]([N:8]1[CH2:13][CH2:12][CH:11]([NH:14][C:15]2[CH:20]=[C:19]([Cl:21])[N:18]=[N:17][C:16]=2[NH:22][NH2:23])[CH2:10][CH2:9]1)=[O:7])([CH3:4])([CH3:3])[CH3:2].[CH3:24][C:25](O)=O.CC(OC(C)=O)=O. (4) Given the product [F:6][C:7]1[N:12]=[C:11]([C:13]([NH2:14])=[O:16])[C:10]([OH:15])=[N:9][CH:8]=1, predict the reactants needed to synthesize it. The reactants are: S(=O)(=O)(O)O.[F:6][C:7]1[N:12]=[C:11]([C:13]#[N:14])[C:10]([OH:15])=[N:9][CH:8]=1.[OH-:16].[Na+]. (5) Given the product [NH2:18][C:19]1[CH:28]=[CH:27][C:26]2[C:21](=[CH:22][CH:23]=[C:24]([C:29]([O:31][CH2:32][C:33]3[CH:34]=[CH:35][CH:36]=[CH:37][CH:38]=3)=[O:30])[CH:25]=2)[N:20]=1.[S:1]1[CH:5]=[CH:4][N:3]2[CH:6]=[C:7]([C:9]3[CH:17]=[CH:16][CH:15]=[CH:14][C:10]=3[C:11]([NH:18][C:19]3[CH:28]=[CH:27][C:26]4[C:21](=[CH:22][CH:23]=[C:24]([C:29]([O:31][CH2:32][C:33]5[CH:34]=[CH:35][CH:36]=[CH:37][CH:38]=5)=[O:30])[CH:25]=4)[N:20]=3)=[O:13])[N:8]=[C:2]12, predict the reactants needed to synthesize it. The reactants are: [S:1]1[CH:5]=[CH:4][N:3]2[CH:6]=[C:7]([C:9]3[CH:17]=[CH:16][CH:15]=[CH:14][C:10]=3[C:11]([OH:13])=O)[N:8]=[C:2]12.[NH2:18][C:19]1[CH:28]=[CH:27][C:26]2[C:21](=[CH:22][CH:23]=[C:24]([C:29]([O:31][CH2:32][C:33]3[CH:38]=[CH:37][CH:36]=[CH:35][CH:34]=3)=[O:30])[CH:25]=2)[N:20]=1.CCN=C=NCCCN(C)C.Cl. (6) Given the product [Cl:1][C:2]1[C:3]([O:12][C:13]2[CH:18]=[C:17]([O:19][CH:20]([CH3:21])[CH3:22])[CH:16]=[CH:15][C:14]=2/[CH:23]=[CH:24]/[C:25]([NH:36][S:33]([CH2:28][CH2:29][CH2:30][CH2:31][CH3:32])(=[O:35])=[O:34])=[O:27])=[N:4][CH:5]=[C:6]([C:8]([F:9])([F:11])[F:10])[CH:7]=1, predict the reactants needed to synthesize it. The reactants are: [Cl:1][C:2]1[C:3]([O:12][C:13]2[CH:18]=[C:17]([O:19][CH:20]([CH3:22])[CH3:21])[CH:16]=[CH:15][C:14]=2/[CH:23]=[CH:24]/[C:25]([OH:27])=O)=[N:4][CH:5]=[C:6]([C:8]([F:11])([F:10])[F:9])[CH:7]=1.[CH2:28]([S:33]([NH2:36])(=[O:35])=[O:34])[CH2:29][CH2:30][CH2:31][CH3:32].N12CCCN=C1CCCCC2. (7) Given the product [CH3:24][C:23]1[C:14]([CH3:13])([CH2:15][CH2:16][CH2:17][CH2:18][S:19]([OH:22])(=[O:21])=[O:20])[C:8]2[C:3](=[CH:4][CH:5]=[C:6]([S:9]([OH:12])(=[O:11])=[O:10])[CH:7]=2)[N:1]=1, predict the reactants needed to synthesize it. The reactants are: [NH:1]([C:3]1[CH:8]=[CH:7][C:6]([S:9]([OH:12])(=[O:11])=[O:10])=[CH:5][CH:4]=1)N.[CH3:13][CH:14]([C:23](=O)[CH3:24])[CH2:15][CH2:16][CH2:17][CH2:18][S:19]([OH:22])(=[O:21])=[O:20]. (8) Given the product [CH3:1][N:2]1[C:10]2[C:5](=[CH:6][C:7]([C:11]([F:12])([F:13])[F:14])=[CH:8][CH:9]=2)[C:4]([CH3:15])=[C:3]1[C:16]([NH:41][CH2:40][C:36]1[CH:35]=[C:34]([CH:39]=[CH:38][CH:37]=1)[O:33][C:30]1[CH:31]=[CH:32][C:27]([O:26][C:23]([CH3:25])([CH3:24])[C:22]([OH:44])=[O:21])=[C:28]([CH3:42])[CH:29]=1)=[O:18], predict the reactants needed to synthesize it. The reactants are: [CH3:1][N:2]1[C:10]2[C:5](=[CH:6][C:7]([C:11]([F:14])([F:13])[F:12])=[CH:8][CH:9]=2)[C:4]([CH3:15])=[C:3]1[C:16]([OH:18])=O.C([O:21][C:22](=[O:44])[C:23]([O:26][C:27]1[CH:32]=[CH:31][C:30]([O:33][C:34]2[CH:39]=[CH:38][CH:37]=[C:36]([CH2:40][NH2:41])[CH:35]=2)=[CH:29][C:28]=1[CH2:42]C)([CH3:25])[CH3:24])C.